Dataset: CYP3A4 inhibition data for predicting drug metabolism from PubChem BioAssay. Task: Regression/Classification. Given a drug SMILES string, predict its absorption, distribution, metabolism, or excretion properties. Task type varies by dataset: regression for continuous measurements (e.g., permeability, clearance, half-life) or binary classification for categorical outcomes (e.g., BBB penetration, CYP inhibition). Dataset: cyp3a4_veith. (1) The compound is CCCCNC(=O)C1CC(=O)N(CCC(C)C)C1. The result is 0 (non-inhibitor). (2) The drug is COC(=O)C1=C(C)NC(C)=C(C(=O)OC(C)C)[C@H]1c1cccc2nonc12. The result is 1 (inhibitor). (3) The drug is CC(=O)OC[C@H]1O[C@@H](O/N=C2\[C@@H]3CCn4c(=O)n(-c5ccccc5)c(=O)n4[C@H]3[C@H](O)[C@H]3O[C@H]23)[C@H](OC(C)=O)[C@@H](OC(C)=O)[C@@H]1OC(C)=O. The result is 0 (non-inhibitor).